Task: Binary Classification. Given a T-cell receptor sequence (or CDR3 region) and an epitope sequence, predict whether binding occurs between them.. Dataset: TCR-epitope binding with 47,182 pairs between 192 epitopes and 23,139 TCRs The epitope is LEPLVDLPI. The TCR CDR3 sequence is CASSQGQGLYEQYF. Result: 1 (the TCR binds to the epitope).